Dataset: Experimentally validated miRNA-target interactions with 360,000+ pairs, plus equal number of negative samples. Task: Binary Classification. Given a miRNA mature sequence and a target amino acid sequence, predict their likelihood of interaction. (1) The miRNA is hsa-miR-5001-5p with sequence AGGGCUGGACUCAGCGGCGGAGCU. The protein sequence of the target gene is MDQNNSLPPYAQGLASPQGAMTPGIPIFSPMMPYGTGLTPQPIQNTNSLSILEEQQRQQQQQQQQQQQQQQQQQQQQQQQQQQQQQQQQQQQQQQAVAAAAVQQSTSQQATQGTSGQAPQLFHSQTLTTAPLPGTTPLYPSPMTPMTPITPATPASESSGIVPQLQNIVSTVNLGCKLDLKTIALRARNAEYNPKRFAAVIMRIREPRTTALIFSSGKMVCTGAKSEEQSRLAARKYARVVQKLGFPAKFLDFKIQNMVGSCDVKFPIRLEGLVLTHQQFSSYEPELFPGLIYRMIKPRI.... Result: 0 (no interaction). (2) The miRNA is hsa-miR-10b-3p with sequence ACAGAUUCGAUUCUAGGGGAAU. The protein sequence of the target gene is MERRAWSLQCTAFVLFCAWCALNSAKAKRQFVNEWAAEIPGGPEAASAIAEELGYDLLGQIGSLENHYLFKHKNHPRRSRRSAFHITKRLSDDDRVIWAEQQYEKERSKRSALRDSALNLFNDPMWNQQWYLQDTRMTAALPKLDLHVIPVWQKGITGKGVVITVLDDGLEWNHTDIYANYDPEASYDFNDNDHDPFPRYDPTNENKHGTRCAGEIAMQANNHKCGVGVAYNSKVGGIRMLDGIVTDAIEASSIGFNPGHVDIYSASWGPNDDGKTVEGPGRLAQKAFEYGVKQGRQGKG.... Result: 1 (interaction). (3) The miRNA is hsa-miR-1236-3p with sequence CCUCUUCCCCUUGUCUCUCCAG. The protein sequence of the target gene is MRECISIHVGQAGVQIGNACWELYCLEHGIQPDGQMPSDKTIGGGDDSFNTFFSETGAGKHVPRAVFVDLEPTVVDEVRTGTYRQLFHPEQLITGKEDAANNYARGHYTIGKEIVDLVLDRIRKLADLCTGLQGFLIFHSFGGGTGSGFASLLMERLSVDYGKKSKLEFAIYPAPQVSTAVVEPYNSILTTHTTLEHSDCAFMVDNEAIYDICRRNLDIERPTYTNLNRLIGQIVSSITASLRFDGALNVDLTEFQTNLVPYPRIHFPLATYAPVISAEKAYHEQLSVAEITNACFEPAN.... Result: 0 (no interaction). (4) The miRNA is hsa-miR-6795-5p with sequence UGGGGGGACAGGAUGAGAGGCUGU. The protein sequence of the target gene is MQGPWVLLLLGLRLQLSLGVIPAEEENPAFWNRQAAEALDAAKKLQPIQKVAKNLILFLGDGLGVPTVTATRILKGQKNGKLGPETPLAMDRFPYLALSKTYNVDRQVPDSAATATAYLCGVKANFQTIGLSAAARFNQCNTTRGNEVISVMNRAKQAGKSVGVVTTTRVQHASPAGTYAHTVNRNWYSDADMPASARQEGCQDIATQLISNMDIDVILGGGRKYMFPMGTPDPEYPADASQNGIRLDGKNLVQEWLAKHQGAWYVWNRTELMQASLDQSVTHLMGLFEPGDTKYEIHRD.... Result: 1 (interaction). (5) The miRNA is hsa-miR-4781-3p with sequence AAUGUUGGAAUCCUCGCUAGAG. The protein sequence of the target gene is MTPGALLMLLGALGAPLAPGVRGSEAEGRLREKLFSGYDSSVRPAREVGDRVRVSVGLILAQLISLNEKDEEMSTKVYLDLEWTDYRLSWDPAEHDGIDSLRITAESVWLPDVVLLNNNDGNFDVALDISVVVSSDGSVRWQPPGIYRSSCSIQVTYFPFDWQNCTMVFSSYSYDSSEVSLQTGLGPDGQGHQEIHIHEGTFIENGQWEIIHKPSRLIQPPGDPRGGREGQRQEVIFYLIIRRKPLFYLVNVIAPCILITLLAIFVFYLPPDAGEKMGLSIFALLTLTVFLLLLADKVPE.... Result: 1 (interaction). (6) The miRNA is hsa-miR-30c-2-3p with sequence CUGGGAGAAGGCUGUUUACUCU. The protein sequence of the target gene is MEPLCPLLLVGFSLPLARALRGNETTADSNETTTTSGPPDPGASQPLLAWLLLPLLLLLLVLLLAAYFFRFRKQRKAVVSTSDKKMPNGILEEQEQQRVMLLSRSPSGPKKYFPIPVEHLEEEIRIRSADDCKQFREEFNSLPSGHIQGTFELANKEENREKNRYPNILPNDHSRVILSQLDGIPCSDYINASYIDGYKEKNKFIAAQGPKQETVNDFWRMVWEQKSATIVMLTNLKERKEEKCHQYWPDQGCWTYGNIRVCVEDCVVLVDYTIRKFCIQPQLPDGCKAPRLVSQLHFTS.... Result: 1 (interaction). (7) The protein sequence of the target gene is MGKLRPGRVEWLASGHTERPHLFQNLLLFLWALLNCGLGVSAQGPGEWTPWVSWTRCSSSCGRGVSVRSRRCLRLPGEEPCWGDSHEYRLCQLPDCPPGAVPFRDLQCALYNGRPVLGTQKTYQWVPFHGAPNQCDLNCLAEGHAFYHSFGRVLDGTACSPGAQGVCVAGRCLSAGCDGLLGSGALEDRCGRCGGANDSCLFVQRVFRDAGAFAGYWNVTLIPEGARHIRVEHRSRNHLALMGGDGRYVLNGHWVVSPPGTYEAAGTHVVYTRDTGPQETLQAAGPTSHDLLLQVLLQEP.... The miRNA is hsa-miR-301b-3p with sequence CAGUGCAAUGAUAUUGUCAAAGC. Result: 0 (no interaction). (8) The miRNA is hsa-miR-188-3p with sequence CUCCCACAUGCAGGGUUUGCA. The protein sequence of the target gene is MHCERFLCILRIIGTTLFGVSLLLGITAAYIVGYQFIQTDNYYFSFGLYGAFLASHLIIQSLFAFLEHRKMKKSLETPIKLNKTVALCIAAYQEDPDYLRKCLQSVKRLTYPGIKVVMVIDGNSEDDLYMMDIFSEVMGRDKSATYIWKNNFHEKGPGETDESHKESSQHVTQLVLSNKSICIMQKWGGKREVMYTAFRALGRSVDYVQVCDSDTMLDPASSVEMVKVLEEDPMVGGVGGDVQILNKYDSWISFLSSVRYWMAFNIERACQSYFGCVQCISGPLGMYRNSLLHEFVEDWY.... Result: 1 (interaction).